Dataset: Forward reaction prediction with 1.9M reactions from USPTO patents (1976-2016). Task: Predict the product of the given reaction. (1) Given the reactants [CH:1]12[CH:6]([CH2:7][NH:8][C:9](=[O:24])[C:10]([CH:18]3[CH2:23][CH2:22][CH2:21][CH2:20][CH2:19]3)([OH:17])[C:11]3[CH:16]=[CH:15][CH:14]=[CH:13][CH:12]=3)[CH:5]1[CH2:4][NH:3][CH2:2]2.Br[CH2:26][C:27]1[CH:32]=[CH:31][CH:30]=[C:29]([CH3:33])[N:28]=1.C(=O)([O-])[O-].[K+].[K+].[I-].[K+], predict the reaction product. The product is: [CH:11]1([C:10]([OH:17])([C:18]2[CH:19]=[CH:20][CH:21]=[CH:22][CH:23]=2)[C:9]([NH:8][CH2:7][CH:6]2[CH:5]3[CH:1]2[CH2:2][N:3]([CH2:26][C:27]2[CH:32]=[CH:31][CH:30]=[C:29]([CH3:33])[N:28]=2)[CH2:4]3)=[O:24])[CH2:16][CH2:15][CH2:14][CH2:13][CH2:12]1. (2) Given the reactants [CH2:1]([O:3][C:4]1[C:5]([F:17])=[C:6]([C:9]([CH2:15][OH:16])=[CH:10][C:11]=1[O:12][CH2:13][CH3:14])[C:7]#[N:8])[CH3:2].C(N(CC)CC)C.[CH3:25][S:26](Cl)(=[O:28])=[O:27].Cl, predict the reaction product. The product is: [CH3:25][S:26]([O:16][CH2:15][C:9]1[CH:10]=[C:11]([O:12][CH2:13][CH3:14])[C:4]([O:3][CH2:1][CH3:2])=[C:5]([F:17])[C:6]=1[C:7]#[N:8])(=[O:28])=[O:27]. (3) Given the reactants Cl[CH2:2][CH2:3][N:4]1[C:12]2[C:7](=[CH:8][CH:9]=[CH:10][CH:11]=2)[CH:6]=[CH:5]1.[C:13]1(=[O:23])[NH:17][C:16](=[O:18])[C:15]2=[CH:19][CH:20]=[CH:21][CH:22]=[C:14]12.[K], predict the reaction product. The product is: [N:4]1([CH2:3][CH2:2][N:17]2[C:13](=[O:23])[C:14]3[C:15](=[CH:19][CH:20]=[CH:21][CH:22]=3)[C:16]2=[O:18])[C:12]2[C:7](=[CH:8][CH:9]=[CH:10][CH:11]=2)[CH:6]=[CH:5]1. (4) Given the reactants [NH2:1][C:2]1[S:6][C:5]([CH2:13][CH2:14][CH2:15][C:16]([NH:18][CH2:19][CH2:20][O:21][Si:22]([C:25]([CH3:28])([CH3:27])[CH3:26])([CH3:24])[CH3:23])=[O:17])([C:7]2[CH:12]=[CH:11][CH:10]=[CH:9][CH:8]=2)[N:4]([C:29](=[O:34])[C:30]([CH3:33])([CH3:32])[CH3:31])[N:3]=1.N1C=CC=CC=1.[CH3:41][C:42]([CH3:47])([CH3:46])[C:43](Cl)=[O:44], predict the reaction product. The product is: [O:21]([CH2:20][CH2:19][NH:18][C:16](=[O:17])[CH2:15][CH2:14][CH2:13][C:5]1([C:7]2[CH:8]=[CH:9][CH:10]=[CH:11][CH:12]=2)[N:4]([C:29](=[O:34])[C:30]([CH3:33])([CH3:32])[CH3:31])[N:3]=[C:2]([NH:1][C:43](=[O:44])[C:42]([CH3:47])([CH3:46])[CH3:41])[S:6]1)[Si:22]([C:25]([CH3:26])([CH3:27])[CH3:28])([CH3:24])[CH3:23]. (5) Given the reactants [Br:1][C:2]1[CH:3]=[N:4][C:5]([O:11][CH3:12])=[C:6]([CH:10]=1)[C:7]([NH2:9])=[O:8].F[B-](F)(F)F.[CH3:18][O+](C)C, predict the reaction product. The product is: [Br:1][C:2]1[CH:3]=[N:4][C:5]([O:11][CH3:12])=[C:6]([CH:10]=1)[C:7](=[NH:9])[O:8][CH3:18]. (6) Given the reactants Br[C:2]1[CH:7]=[C:6]([N+:8]([O-:10])=[O:9])[CH:5]=[CH:4][N+:3]=1[O-:11].[CH2:12]([O:14][C:15]([CH:17]1[CH2:22][CH2:21][NH:20][CH2:19][CH2:18]1)=[O:16])[CH3:13].C(N(CC)CC)C, predict the reaction product. The product is: [CH2:12]([O:14][C:15]([CH:17]1[CH2:22][CH2:21][N:20]([C:2]2[CH:7]=[C:6]([N+:8]([O-:10])=[O:9])[CH:5]=[CH:4][N+:3]=2[O-:11])[CH2:19][CH2:18]1)=[O:16])[CH3:13]. (7) Given the reactants [Cl:1][C:2]1[CH:7]=[CH:6][C:5]([C:8]2[C:9]([C:14](N(OC)C)=[O:15])=[N:10][CH:11]=[CH:12][N:13]=2)=[CH:4][CH:3]=1.CC(C[AlH]CC(C)C)C.C(OCC)(=O)C.[NH4+].[Cl-], predict the reaction product. The product is: [Cl:1][C:2]1[CH:3]=[CH:4][C:5]([C:8]2[C:9]([CH:14]=[O:15])=[N:10][CH:11]=[CH:12][N:13]=2)=[CH:6][CH:7]=1. (8) Given the reactants [O:1]=[CH:2][C@@H:3]([C@@H:5]([C@H:7]([C@H:9]([CH3:11])[OH:10])[OH:8])[OH:6])[OH:4].OCC([C@H]([C@@H]([C@H](C)O)O)O)=O.OCC([C@H]([C@H]([C@@H](CO)O)O)O)=O, predict the reaction product. The product is: [OH:1][CH2:2][C:3]([C@H:5]([C@H:7]([C@H:9]([CH3:11])[OH:10])[OH:8])[OH:6])=[O:4].